This data is from Forward reaction prediction with 1.9M reactions from USPTO patents (1976-2016). The task is: Predict the product of the given reaction. Given the reactants Cl.[C:2]([C:4]1[CH:12]=[C:11]([NH:13][C:14]2[C:23]3[C:18](=[CH:19][CH:20]=[CH:21][C:22]=3[O:24][CH:25]3[CH2:30][CH2:29][N:28]([CH3:31])[CH2:27][CH2:26]3)[N:17]=[CH:16][N:15]=2)[CH:10]=[CH:9][C:5]=1[C:6]([OH:8])=O)#[CH:3].[NH:32]1[CH:41]2[CH:36]([CH2:37][CH2:38][CH2:39][CH2:40]2)[CH2:35][CH2:34][CH2:33]1, predict the reaction product. The product is: [C:2]([C:4]1[CH:12]=[C:11]([CH:10]=[CH:9][C:5]=1[C:6]([N:32]1[CH:41]2[CH:36]([CH2:37][CH2:38][CH2:39][CH2:40]2)[CH2:35][CH2:34][CH2:33]1)=[O:8])[NH:13][C:14]1[C:23]2[C:18](=[CH:19][CH:20]=[CH:21][C:22]=2[O:24][CH:25]2[CH2:30][CH2:29][N:28]([CH3:31])[CH2:27][CH2:26]2)[N:17]=[CH:16][N:15]=1)#[CH:3].